Dataset: Reaction yield outcomes from USPTO patents with 853,638 reactions. Task: Predict the reaction yield, written as a fraction of the theoretical maximum amount of product (1.0 means a 100% yield; for example, 0.34 means a 34% yield). (1) The reactants are N(C(OCC)=O)=NC(OCC)=O.[I:13][C:14]1[CH:25]=[CH:24][C:17]2[NH:18][C:19](=[O:23])[O:20][C:21](=[O:22])[C:16]=2[CH:15]=1.C1(P(C2C=CC=CC=2)C2C=CC=CC=2)C=CC=CC=1.[CH2:45](O)[CH2:46][CH:47]([CH3:49])[CH3:48]. The catalyst is C(Cl)(Cl)Cl. The product is [I:13][C:14]1[CH:25]=[CH:24][C:17]2[N:18]([CH2:45][CH2:46][CH:47]([CH3:49])[CH3:48])[C:19](=[O:23])[O:20][C:21](=[O:22])[C:16]=2[CH:15]=1. The yield is 0.530. (2) The reactants are [CH3:1][O:2][C:3]([C:5]1[CH:14]=[C:13]([O:15][CH2:16][C:17]([O:19]C(C)(C)C)=[O:18])[C:12]2[C:7](=[CH:8][C:9]([Cl:25])=[CH:10][C:11]=2[Cl:24])[CH:6]=1)=[O:4].C(O)(C(F)(F)F)=O.C(Cl)(Cl)Cl. The catalyst is C(Cl)Cl. The product is [CH3:1][O:2][C:3]([C:5]1[CH:14]=[C:13]([O:15][CH2:16][C:17]([OH:19])=[O:18])[C:12]2[C:7](=[CH:8][C:9]([Cl:25])=[CH:10][C:11]=2[Cl:24])[CH:6]=1)=[O:4]. The yield is 0.950. (3) The reactants are [F:1][C:2]([F:29])([F:28])[C:3]([C:9]1[CH:10]=[C:11]2[C:15](=[CH:16][CH:17]=1)[N:14]([CH:18]([C:21]1[CH:26]=[CH:25][CH:24]=[CH:23][CH:22]=1)[CH2:19][OH:20])[CH:13]([CH3:27])[CH2:12]2)([OH:8])[C:4]([F:7])([F:6])[F:5].O1CCOCC1.C(C1C(=O)C(Cl)=C(Cl)C(=O)C=1C#N)#N.[NH4+].[Cl-]. The catalyst is C1(C)C=CC=CC=1.O=[Mn]=O.CCOCC. The product is [F:29][C:2]([F:1])([F:28])[C:3]([C:9]1[CH:10]=[C:11]2[C:15](=[CH:16][CH:17]=1)[N:14]([CH:18]([C:21]1[CH:26]=[CH:25][CH:24]=[CH:23][CH:22]=1)[CH2:19][OH:20])[C:13]([CH3:27])=[CH:12]2)([OH:8])[C:4]([F:7])([F:6])[F:5]. The yield is 0.380. (4) The reactants are [Br:1][C:2]1[CH:16]=[C:15](/[CH:17]=[CH:18]/[CH:19]([C:24]2[CH:29]=[C:28]([Cl:30])[C:27]([Cl:31])=[C:26]([Cl:32])[CH:25]=2)[C:20]([F:23])([F:22])[F:21])[CH:14]=[CH:13][C:3]=1[C:4]([NH:6][CH:7]1[CH2:12][CH2:11][NH:10][CH2:9][CH2:8]1)=[O:5].[C:33](Cl)(=[O:35])[CH3:34]. The catalyst is C(Cl)Cl. The product is [C:33]([N:10]1[CH2:11][CH2:12][CH:7]([NH:6][C:4](=[O:5])[C:3]2[CH:13]=[CH:14][C:15](/[CH:17]=[CH:18]/[CH:19]([C:24]3[CH:25]=[C:26]([Cl:32])[C:27]([Cl:31])=[C:28]([Cl:30])[CH:29]=3)[C:20]([F:23])([F:21])[F:22])=[CH:16][C:2]=2[Br:1])[CH2:8][CH2:9]1)(=[O:35])[CH3:34]. The yield is 0.500. (5) The reactants are [Cl:1][C:2]1[CH:3]=[C:4]([CH:8]=[C:9]([O:11][Si:12]([C:15]([CH3:18])([CH3:17])[CH3:16])([CH3:14])[CH3:13])[CH:10]=1)[C:5]([OH:7])=O.C(N(CC)CC)C.O=C1N(P(Cl)(N2CCOC2=O)=O)CCO1.[CH2:41]([NH:44][CH:45]1[CH2:49][CH2:48][CH2:47][CH2:46]1)[CH:42]=[CH2:43]. The catalyst is C(Cl)Cl. The product is [Cl:1][C:2]1[CH:3]=[C:4]([C:5]([N:44]([CH:45]2[CH2:49][CH2:48][CH2:47][CH2:46]2)[CH2:41][CH:42]=[CH2:43])=[O:7])[CH:8]=[C:9]([O:11][Si:12]([C:15]([CH3:18])([CH3:17])[CH3:16])([CH3:14])[CH3:13])[CH:10]=1. The yield is 0.970. (6) The product is [CH2:19]([NH:18][C:16]([C:15]1[CH:21]=[CH:22][C:12]([S:9]([C:6]2[CH:7]=[CH:8][C:3]([CH2:2][NH:1][C:32]([C:30]3[CH:29]=[CH:28][C:27]4[N:26]([CH:25]=[CH:24][N:23]=4)[CH:31]=3)=[O:33])=[CH:4][CH:5]=2)(=[O:11])=[O:10])=[CH:13][CH:14]=1)=[O:17])[CH3:20]. The reactants are [NH2:1][CH2:2][C:3]1[CH:8]=[CH:7][C:6]([S:9]([C:12]2[CH:22]=[CH:21][C:15]([C:16]([NH:18][CH2:19][CH3:20])=[O:17])=[CH:14][CH:13]=2)(=[O:11])=[O:10])=[CH:5][CH:4]=1.[N:23]1[CH:24]=[CH:25][N:26]2[CH:31]=[C:30]([C:32](O)=[O:33])[CH:29]=[CH:28][C:27]=12.CN(C(ON1N=NC2C=CC=NC1=2)=[N+](C)C)C.F[P-](F)(F)(F)(F)F.CCN(C(C)C)C(C)C. The yield is 0.350. The catalyst is CN(C=O)C. (7) The reactants are Cl.Cl.[Br:3][C:4]1[CH:9]=[C:8]([N+:10]([O-:12])=[O:11])[CH:7]=[CH:6][C:5]=1[N:13]1[CH2:18][CH2:17][NH:16][CH2:15][CH2:14]1.[CH3:19][Si:20]([CH3:35])([CH3:34])[CH2:21][CH2:22][O:23][C:24](ON1C(=O)CCC1=O)=[O:25].O.C(=O)([O-])[O-].[Na+].[Na+]. The catalyst is C(#N)C.C(OCC)(=O)C. The product is [Br:3][C:4]1[CH:9]=[C:8]([N+:10]([O-:12])=[O:11])[CH:7]=[CH:6][C:5]=1[N:13]1[CH2:18][CH2:17][N:16]([C:24]([O:23][CH2:22][CH2:21][Si:20]([CH3:35])([CH3:34])[CH3:19])=[O:25])[CH2:15][CH2:14]1. The yield is 0.870.